This data is from Catalyst prediction with 721,799 reactions and 888 catalyst types from USPTO. The task is: Predict which catalyst facilitates the given reaction. (1) Reactant: [CH3:1][O:2][CH:3]1[CH2:8][CH2:7][NH:6][CH2:5][CH2:4]1.[C:9](#[N:12])[CH2:10]O. Product: [CH3:1][O:2][CH:3]1[CH2:8][CH2:7][N:6]([CH2:10][C:9]#[N:12])[CH2:5][CH2:4]1. The catalyst class is: 28. (2) Reactant: Br[C:2]1[CH:7]=[C:6]([O:8][CH2:9][C:10]([F:13])([F:12])[F:11])[CH:5]=[C:4]([F:14])[CH:3]=1.[Li]CCCC.CN([CH:23]=[O:24])C. Product: [F:14][C:4]1[CH:3]=[C:2]([CH:7]=[C:6]([O:8][CH2:9][C:10]([F:13])([F:12])[F:11])[CH:5]=1)[CH:23]=[O:24]. The catalyst class is: 28. (3) Reactant: [C:1]([O:5][C:6]([NH:8][C@H:9]([C:11]1[NH:12][C:13]([C:21]2[CH:30]=[CH:29][CH:28]=[C:27]3[C:22]=2[N:23]=[C:24]([NH:32][C:33]2([CH3:36])[CH2:35][CH2:34]2)[C:25]([CH3:31])=[N:26]3)=[CH:14][C:15]=1[C:16]([O:18]CC)=[O:17])[CH3:10])=[O:7])([CH3:4])([CH3:3])[CH3:2].O1CCOCC1.[Li+].[OH-]. Product: [C:1]([O:5][C:6]([NH:8][CH:9]([C:11]1[NH:12][C:13]([C:21]2[CH:30]=[CH:29][CH:28]=[C:27]3[C:22]=2[N:23]=[C:24]([NH:32][C:33]2([CH3:36])[CH2:34][CH2:35]2)[C:25]([CH3:31])=[N:26]3)=[CH:14][C:15]=1[C:16]([OH:18])=[O:17])[CH3:10])=[O:7])([CH3:2])([CH3:3])[CH3:4]. The catalyst class is: 6.